From a dataset of Peptide-MHC class II binding affinity with 134,281 pairs from IEDB. Regression. Given a peptide amino acid sequence and an MHC pseudo amino acid sequence, predict their binding affinity value. This is MHC class II binding data. (1) The peptide sequence is YCDMMSLNLTIVSVS. The binding affinity (normalized) is 0.175. The MHC is DRB1_1101 with pseudo-sequence DRB1_1101. (2) The peptide sequence is GELQIPDKIDAAFKI. The MHC is DRB1_0802 with pseudo-sequence DRB1_0802. The binding affinity (normalized) is 0.319. (3) The peptide sequence is VFHTLWHTTKGAALM. The MHC is DRB1_1101 with pseudo-sequence DRB1_1101. The binding affinity (normalized) is 0.666.